From a dataset of Human Reference Interactome with 51,813 positive PPI pairs across 8,248 proteins, plus equal number of experimentally-validated negative pairs. Binary Classification. Given two protein amino acid sequences, predict whether they physically interact or not. (1) Protein 1 (ENSG00000119048) has sequence MSTPARRRLMRDFKRLQEDPPVGVSGAPSENNIMQWNAVIFGPEGTPFEDGTFKLVIEFSEEYPNKPPTVRFLSKMFHPNVYADGSICLDILQNRWSPTYDVSSILTSIQSLLDEPNPNSPANSQAAQLYQENKREYEKRVSAIVEQSWNDS*MSTPARRRLMRDFKRLQEDPPVGVSGAPSENNIMQWNAVIFGVC*XPARRRLMRDFKRLQEDPPVGVSGAPSENNIMQWNAVIFGPEGTPFEDGTFKLVIEFSEEYPNKPPTVRFLSKMFHPNDILQNRWSPTYDVSSILTSIQSLL.... Protein 2 (ENSG00000089234) has sequence MSDEEIKKTTLASAVACLEGKSPGEKVAIIHQHLGRREMTDVIIETMKSNPDELKTTVEERKSSEASPTAQRSKDHSKECINAAPDSPSKQLPDQISFFSGNPSVEIVHGIMHLYKTNKMTSLKEDVRRSAMLCILTVPAAMTSHDLMKFVAPFNEVIEQMKIIRDSTPNQYMVLIKFRAQADADSFYMTCNGRQFNSIEDDVCQLVYVERAEVLKSEDGASLPVMDLTELPKCTVCLERMDESVNGILTTLCNHSFHSQCLQRWDDTTCPVCRYCQTPEPVEENKCFECGVQENLWICL.... Result: 0 (the proteins do not interact). (2) Protein 1 (ENSG00000196754) has sequence MMCSSLEQALAVLVTTFHKYSCQEGDKFKLSKGEMKELLHKELPSFVGEKVDEEGLKKLMGSLDENSDQQVDFQEYAVFLALITVMCNDFFQGCPDRP*MMCSSLEQALAVLVTTFHKYSCQEGDKFKLSKGEMKELLHKELPSFVGHSREPCAVRAFRVHLFNPVIGDLRNQSPEGKSDCPKITQHWRKWMRRG*MKELLHKELPSFVGEKVDEEGLKKLMGSLDENSDQQVDFQEYAVFLALITVMCNDFFQGCPDRP*. Protein 2 (ENSG00000164326) has sequence MESSRVRLLPLLGAALLLMLPLLGTRAQEDAELQPRALDIYSAVDDASHEKELIEALQEVLKKLKSKRVPIYEKKYGQVPMCDAGEQCAVRKGARIGKLCDCPRGTSCNSFLLKCL*. Result: 0 (the proteins do not interact). (3) Protein 1 (ENSG00000108591) has sequence MGILEKISEIEKEIARTQKNKATEYHLGLLKAKLAKYRAQLLEPSKSASSKGEGFDVMKSGDARVALIGFPSVGKSTFLSLMTSTASEAASYEFTTLTCIPGVIEYKGANIQLLDLPGIIEGAAQGKGRGRQVIAVARTADVIIMMLDATKGEVQRSLLEKELESVGIRLNKHKPNIYFKPKKGGGISFNSTVTLTQCSEKLVQLILHEYKIFNAEVLFREDCSPDEFIDVIVGNRVYMPCLYVYNKIDQISMEEVDRLARKPNSVVISCGMKLNLDYLLEMLWEYLALTCIYTKKRGQR.... Protein 2 (ENSG00000243789) has sequence MMPAERRLPLSFVLDVLEGRAQHPGVLYVQKQCSNLPSELPQLLPDLESHVPWASEALGKMPDAVNFWLGEAAAVTSLHKDHYENLYCVVSGEKHFLFHPPSDRPFIPYELYTPATYQLTEEGTFKVVDEEAMEKVPWIPLDPLAPDLARYPSYSQAQALRCTVRAGEMLYLPALWFHHVQQSQGCIAVNFWYDMEYDLKYSYFQLLDSLTKASGLD*MAEAALEAVRSELREFPAAARELCVPLAVPYLDKPPTPLHFYRDWVCPNRPCIIRNALQHWPALQKWSLPYFRATVGSTEVS.... Result: 1 (the proteins interact). (4) Protein 1 (ENSG00000173638) has sequence MVPSSPAVEKQVPVEPGPDPELRSWRHLVCYLCFYGFMAQIRPGESFITPYLLGPDKNFTREQVTNEITPVLSYSYLAVLVPVFLLTDYLRYTPVLLLQGLSFVSVWLLLLLGHSVAHMQLMELFYSVTMAARIAYSSYIFSLVRPARYQRVAGYSRAAVLLGVFTSSVLGQLLVTVGRVSFSTLNYISLAFLTFSVVLALFLKRPKRSLFFNRDDRGRCETSASELERMNPGPGGKLGHALRVACGDSVLARMLRELGDSLRRPQLRLWSLWWVFNSAGYYLVVYYVHILWNEVDPTTN.... Protein 2 (ENSG00000197721) has sequence IGTYLNYECRPGYSGRPFSIICLKNSVWTSAKDKCKRKSCRNPPDPVNGMAHVIKDIQFRSQIKYSCPKGYRLIGSSSATCIISGNTVIWDNKTPVCDRIICGLPPTIANGDFTSISREYFHYGSVVTYHCNLGSRGKKVFELVGEPSIYCTSKDDQVGIWSGPAPQCIIPNKCTPPNVENGILVSDNRSLFSLNEVVEFRCQPGFGMKGPSHVKCQALNKWEPELPSCSRVCQPPPDVLHAERTQRDKDNFSPGQEVFYSCEPGYDLRGSTYLHCTPQGDWSPAAPRCEVKSCDDFLGQ.... Result: 0 (the proteins do not interact). (5) Result: 0 (the proteins do not interact). Protein 2 (ENSG00000101017) has sequence MVRLPLQCVLWGCLLTAVHPEPPTACREKQYLINSQCCSLCQPGQKLVSDCTEFTETECLPCGESEFLDTWNRETHCHQHKYCDPNLGLRVQQKGTSETDTICTCEEGWHCTSEACESCVLHRSCSPGFGVKQIATGVSDTICEPCPVGFFSNVSSAFEKCHPWTRSPGSAESPGGDPHHLRDPVCHPLGAGLYQKGGQEANQ*MVRLPLQCVLWGCLLTAVHPEPPTACREKQYLINSQCCSLCQPGQKLVSDCTEFTETECLPCGESEFLDTWNRETHCHQHKYCDPNLGLRVQQKGT.... Protein 1 (ENSG00000158042) has sequence MRLSVAAAISHGRVFRRMGLGPESRIHLLRNLLTGLVRHERIEAPWARVDEMRGYAEKLIDYGKLGDTNERAMRMADFWLTEKDLIPKLFQVLAPRYKDQTGGYTRMLQIPNRSLDRAKMAVIEYKGNCLPPLPLPRRDSHLTLLNQLLQGLRQDLRQSQEASNHSSHTAQTPGI*MRLSVAAAISHGRVFRRMGLGPESRIHLLRNLLTGLVRHERIEAPWARVDEMRGYAEKEKDLIPKLFQVLAPRYKDQTGGYTRMLQIPNRSLDRAKMAVIEYKGNCLPPLPLPRRDSHLTLLNQ.... (6) Protein 1 (ENSG00000132718) has sequence MAEITNIRPSFDVSPVVAGLIGASVLVVCVSVTVFVWSCCHQQAEKKQKNPPYKFIHMLKGISIYPETLSNKKKIIKVRRDKDGPGREGGRRNLLVDAAEAGLLSRDKDPRGPSSGSCIDQLPIKMDYGEELRSPITSLTPGESKTTSPSSPEEDVMLGSLTFSVDYNFPKKALVVTIQEAHGLPVMDDQTQGSDPYIKMTILPDKRHRVKTRVLRKTLDPVFDETFTFYGIPYSQLQDLVLHFLVLSFDRFSRDDVIGEVMVPLAGVDPSTGKVQLTRDIIKRNIQKCISRGELQVSLS.... Protein 2 (ENSG00000160791) has sequence MDYQVSSPIYDINYYTSEPCQKINVKQIAARLLPPLYSLVFIFGFVGNMLVILILINCKRLKSMTDIYLLNLAISDLFFLLTVPFWAHYAAAQWDFGNTMCQLLTGLYFIGFFSGIFFIILLTIDRYLAVVHAVFALKARTVTFGVVTSVITWVVAVFASLPGIIFTRSQKEGLHYTCSSHFPYSQYQFWKNFQTLKIVILGLVLPLLVMVICYSGILKTLLRCRNEKKRHRAVRLIFTIMIVYFLFWAPYNIVLLLNTFQEFFGLNNCSSSNRLDQAMQVTETLGMTHCCINPIIYAFV.... Result: 0 (the proteins do not interact).